This data is from Forward reaction prediction with 1.9M reactions from USPTO patents (1976-2016). The task is: Predict the product of the given reaction. (1) Given the reactants [H-].[Na+].[Cl:3][C:4]1[CH:5]=[C:6]2[C:11](=[CH:12][CH:13]=1)[NH:10][C:9](=[O:14])[N:8]([CH2:15][C:16]([F:19])([F:18])[F:17])[C:7]2([C:23]1[CH:28]=[CH:27][C:26]([F:29])=[CH:25][CH:24]=1)[CH2:20][CH2:21][CH3:22].Cl[CH2:31][C:32]1[CH:37]=[CH:36][N:35]=[CH:34][CH:33]=1, predict the reaction product. The product is: [Cl:3][C:4]1[CH:5]=[C:6]2[C:11](=[CH:12][CH:13]=1)[N:10]([CH2:31][C:32]1[CH:37]=[CH:36][N:35]=[CH:34][CH:33]=1)[C:9](=[O:14])[N:8]([CH2:15][C:16]([F:17])([F:19])[F:18])[C:7]2([C:23]1[CH:24]=[CH:25][C:26]([F:29])=[CH:27][CH:28]=1)[CH2:20][CH2:21][CH3:22]. (2) Given the reactants [Cl:1][C:2]1[C:7]([F:8])=[CH:6][CH:5]=[C:4]([O:9][CH3:10])[C:3]=1[C@H:11]([C:13]1[C:21]2[C:16](=[N:17][CH:18]=[C:19]([C:22]3[CH:23]=[N:24][N:25]([CH:28]4[CH2:33][CH2:32][C:31](=O)[CH2:30][CH2:29]4)[C:26]=3[CH3:27])[CH:20]=2)[NH:15][CH:14]=1)[CH3:12].[C:35]([N:38]1[CH2:43][CH2:42][NH:41][CH2:40][CH2:39]1)(=[O:37])[CH3:36].C(O[BH-](OC(=O)C)OC(=O)C)(=O)C.[Na+].ClCCCl, predict the reaction product. The product is: [Cl:1][C:2]1[C:7]([F:8])=[CH:6][CH:5]=[C:4]([O:9][CH3:10])[C:3]=1[C@H:11]([C:13]1[C:21]2[C:16](=[N:17][CH:18]=[C:19]([C:22]3[CH:23]=[N:24][N:25]([C@@H:28]4[CH2:33][CH2:32][C@H:31]([N:41]5[CH2:42][CH2:43][N:38]([C:35](=[O:37])[CH3:36])[CH2:39][CH2:40]5)[CH2:30][CH2:29]4)[C:26]=3[CH3:27])[CH:20]=2)[NH:15][CH:14]=1)[CH3:12]. (3) Given the reactants [C:1]([Si:5]([O:8][CH2:9][CH2:10][O:11][C:12]1[CH:17]=[C:16]([N+:18]([O-:20])=[O:19])[CH:15]=[CH:14][C:13]=1Cl)([CH3:7])[CH3:6])([CH3:4])([CH3:3])[CH3:2].[CH3:22][N:23]1[CH2:28][CH2:27][NH:26][CH2:25][CH2:24]1.O, predict the reaction product. The product is: [Si:5]([O:8][CH2:9][CH2:10][O:11][C:12]1[CH:17]=[C:16]([N+:18]([O-:20])=[O:19])[CH:15]=[CH:14][C:13]=1[N:26]1[CH2:27][CH2:28][N:23]([CH3:22])[CH2:24][CH2:25]1)([C:1]([CH3:4])([CH3:3])[CH3:2])([CH3:7])[CH3:6].